This data is from Full USPTO retrosynthesis dataset with 1.9M reactions from patents (1976-2016). The task is: Predict the reactants needed to synthesize the given product. (1) Given the product [Cl:1][C:2]1[CH:3]=[C:4]2[C:9](=[CH:10][CH:11]=1)[C:8](=[O:12])[N:7]([CH2:13][C:14]1[CH:15]=[CH:16][C:17]([S:20]([CH3:23])(=[O:21])=[O:22])=[CH:18][CH:19]=1)[C:6]([CH2:24][OH:25])=[C:5]2[C:27]1[CH:28]=[CH:29][CH:30]=[CH:31][CH:32]=1, predict the reactants needed to synthesize it. The reactants are: [Cl:1][C:2]1[CH:3]=[C:4]2[C:9](=[CH:10][CH:11]=1)[C:8](=[O:12])[N:7]([CH2:13][C:14]1[CH:19]=[CH:18][C:17]([S:20]([CH3:23])(=[O:22])=[O:21])=[CH:16][CH:15]=1)[C:6]([C:24](O)=[O:25])=[C:5]2[C:27]1[CH:32]=[CH:31][CH:30]=[CH:29][CH:28]=1.C(OC(C)C)(C)C. (2) Given the product [F:1][C:2]([F:12])([F:13])[C:3]1[CH:11]=[CH:10][CH:9]=[CH:8][C:4]=1[C:5]([N:7]=[C:15]=[O:16])=[O:6], predict the reactants needed to synthesize it. The reactants are: [F:1][C:2]([F:13])([F:12])[C:3]1[CH:11]=[CH:10][CH:9]=[CH:8][C:4]=1[C:5]([NH2:7])=[O:6].C(Cl)(=O)[C:15](Cl)=[O:16]. (3) Given the product [ClH:25].[NH2:1][C:2]1[N:3]=[C:4]([NH:21][CH:22]2[CH2:23][CH2:24]2)[C:5]2[S:10][C:9](=[O:11])[N:8]([C@@H:12]3[O:18][C@H:17]([CH2:19][OH:20])[C@@H:15]([OH:16])[C@H:13]3[OH:14])[C:6]=2[N:7]=1, predict the reactants needed to synthesize it. The reactants are: [NH2:1][C:2]1[N:3]=[C:4]([NH:21][CH:22]2[CH2:24][CH2:23]2)[C:5]2[S:10][C:9](=[O:11])[N:8]([C@@H:12]3[O:18][C@H:17]([CH2:19][OH:20])[C@@H:15]([OH:16])[C@H:13]3[OH:14])[C:6]=2[N:7]=1.[ClH:25]. (4) The reactants are: [N:1]([CH2:4][CH2:5][NH:6]C(=O)CCCCCCCCCCCCC)=[N+:2]=[N-:3].[CH3:22][C:23]1[C:28]([CH3:29])=[C:27]([CH3:30])[C:26]([CH3:31])=[C:25]([CH3:32])[C:24]=1[S:33](Cl)(=[O:35])=[O:34].N(CCN)=[N+]=[N-].C(N(CC)CC)C. Given the product [N:1]([CH2:4][CH2:5][NH:6][S:33]([C:24]1[C:23]([CH3:22])=[C:28]([CH3:29])[C:27]([CH3:30])=[C:26]([CH3:31])[C:25]=1[CH3:32])(=[O:35])=[O:34])=[N+:2]=[N-:3], predict the reactants needed to synthesize it.